From a dataset of Retrosynthesis with 50K atom-mapped reactions and 10 reaction types from USPTO. Predict the reactants needed to synthesize the given product. (1) The reactants are: CI.Nc1ncnn2c(C3CN4CCNCC4CO3)cc(-c3ccc4cn(Cc5ccccc5)nc4c3)c12. Given the product CN1CCN2CC(c3cc(-c4ccc5cn(Cc6ccccc6)nc5c4)c4c(N)ncnn34)OCC2C1, predict the reactants needed to synthesize it. (2) Given the product CN(CCCCCCC1=C(c2ccc(F)c(F)c2)CCCc2cc(O)ccc21)CCCCS(=O)(=O)CCCC(F)(F)C(F)(F)F, predict the reactants needed to synthesize it. The reactants are: CNCCCCS(=O)(=O)CCCC(F)(F)C(F)(F)F.Oc1ccc2c(c1)CCCC(c1ccc(F)c(F)c1)=C2CCCCCCBr. (3) Given the product CC1(C)CCCC(N2CCN(C3CCC(C(C)(C)C)CC3)CC2)C1, predict the reactants needed to synthesize it. The reactants are: CC(C)(C)C1CCC(N2CCNCC2)CC1.CC1(C)CCCC(=O)C1. (4) Given the product CC(=O)Nc1nc(-c2ccccc2)c(C(=O)O)s1, predict the reactants needed to synthesize it. The reactants are: CCOC(=O)c1sc(NC(C)=O)nc1-c1ccccc1. (5) Given the product N#C[C@@H]1CCCN1C(=O)CNC12CC3CC1CC(O)(C3)C2, predict the reactants needed to synthesize it. The reactants are: N#C[C@@H]1CCCN1C(=O)CCl.NC12CC3CC1CC(O)(C3)C2. (6) Given the product COc1ccc(N)cc1N1C[C@H](C)N[C@H](C)C1, predict the reactants needed to synthesize it. The reactants are: COc1ccc([N+](=O)[O-])cc1N1C[C@H](C)N[C@H](C)C1. (7) Given the product CC(C)(C#N)c1cccc(C(=O)Nc2cccc(N)c2)c1, predict the reactants needed to synthesize it. The reactants are: CC(C)(C#N)c1cccc(C(=O)Nc2cccc([N+](=O)[O-])c2)c1.